Dataset: Forward reaction prediction with 1.9M reactions from USPTO patents (1976-2016). Task: Predict the product of the given reaction. (1) Given the reactants [Br-].[CH2:2]([O:9][C:10]([C:12]1[S:16][C:15]([CH2:17][P+](C2C=CC=CC=2)(C2C=CC=CC=2)C2C=CC=CC=2)=[CH:14][CH:13]=1)=[O:11])C1C=CC=CC=1.[N+:37]([C:40]1[CH:47]=[CH:46][C:43]([CH:44]=O)=[CH:42][CH:41]=1)([O-])=O.C1COCC1.C[O-].[Na+].CO, predict the reaction product. The product is: [NH2:37][C:40]1[CH:47]=[CH:46][C:43]([CH2:44][CH2:17][C:15]2[S:16][C:12]([C:10]([O:9][CH3:2])=[O:11])=[CH:13][CH:14]=2)=[CH:42][CH:41]=1. (2) Given the reactants Cl.Cl.[CH2:3]([NH:10][CH3:11])[C:4]1[CH:9]=[CH:8][CH:7]=[CH:6][CH:5]=1.BrC(CBr)[C:14]([O:16][CH3:17])=[O:15].[CH2:20]([N:22]([CH2:25][CH3:26])[CH2:23][CH3:24])C.[C:27]1(C)C=CC=C[CH:28]=1, predict the reaction product. The product is: [CH3:17][O:16][C:14]([C@@H:11]1[CH2:20][N:22]2[C@H:25]3[CH2:26][C@H:27]3[CH2:28][C@@H:23]2[CH2:24][N:10]1[CH2:3][C:4]1[CH:9]=[CH:8][CH:7]=[CH:6][CH:5]=1)=[O:15]. (3) Given the reactants Br[C:2]1[C:10]2[C:9]([NH2:11])=[N:8][CH:7]=[N:6][C:5]=2[N:4]([CH2:12][CH2:13][CH:14]([CH3:16])[CH3:15])[CH:3]=1.[F:17][C:18]1[CH:23]=[CH:22][C:21]([F:24])=[CH:20][C:19]=1[CH2:25][C:26]([N:28]1[C:36]2[C:31](=[CH:32][C:33](B3OC(C)(C)C(C)(C)O3)=[CH:34][CH:35]=2)[CH2:30][CH2:29]1)=[O:27].C([O-])(O)=O.[Na+].N#N, predict the reaction product. The product is: [F:17][C:18]1[CH:23]=[CH:22][C:21]([F:24])=[CH:20][C:19]=1[CH2:25][C:26]([N:28]1[C:36]2[C:31](=[CH:32][C:33]([C:2]3[C:10]4[C:9]([NH2:11])=[N:8][CH:7]=[N:6][C:5]=4[N:4]([CH2:12][CH2:13][CH:14]([CH3:16])[CH3:15])[CH:3]=3)=[CH:34][CH:35]=2)[CH2:30][CH2:29]1)=[O:27]. (4) Given the reactants CO[C:3](=[C:5]([C:8]#[N:9])[C:6]#[N:7])[CH3:4].[NH:10]([C:12]1[C:17]([C:18]2[CH:23]=[CH:22][CH:21]=[CH:20][CH:19]=2)=[C:16]([C:24]2[CH:29]=[CH:28][CH:27]=[CH:26][CH:25]=2)[N:15]=[C:14]([C:30]([F:33])([F:32])[F:31])[N:13]=1)[NH2:11], predict the reaction product. The product is: [NH2:9][C:8]1[N:10]([C:12]2[C:17]([C:18]3[CH:19]=[CH:20][CH:21]=[CH:22][CH:23]=3)=[C:16]([C:24]3[CH:29]=[CH:28][CH:27]=[CH:26][CH:25]=3)[N:15]=[C:14]([C:30]([F:33])([F:32])[F:31])[N:13]=2)[N:11]=[C:3]([CH3:4])[C:5]=1[C:6]#[N:7]. (5) Given the reactants Cl[C:2]1[CH:7]=[C:6]([O:8][C:9]2[C:14]([F:15])=[CH:13][C:12]([NH:16][C:17]([C:19]3[C:20](=[O:35])[N:21]([C:28]4[CH:33]=[CH:32][C:31]([F:34])=[CH:30][CH:29]=4)[CH:22]=[CH:23][C:24]=3[O:25][CH2:26][CH3:27])=[O:18])=[C:11]([F:36])[CH:10]=2)[CH:5]=[CH:4][N:3]=1.[CH:37]1([C:40]([NH2:42])=[O:41])[CH2:39][CH2:38]1.C([O-])([O-])=O.[Cs+].[Cs+].CC1(C)C2C(=C(P(C3C=CC=CC=3)C3C=CC=CC=3)C=CC=2)OC2C(P(C3C=CC=CC=3)C3C=CC=CC=3)=CC=CC1=2, predict the reaction product. The product is: [CH:37]1([C:40]([NH:42][C:2]2[CH:7]=[C:6]([O:8][C:9]3[C:14]([F:15])=[CH:13][C:12]([NH:16][C:17]([C:19]4[C:20](=[O:35])[N:21]([C:28]5[CH:33]=[CH:32][C:31]([F:34])=[CH:30][CH:29]=5)[CH:22]=[CH:23][C:24]=4[O:25][CH2:26][CH3:27])=[O:18])=[C:11]([F:36])[CH:10]=3)[CH:5]=[CH:4][N:3]=2)=[O:41])[CH2:39][CH2:38]1. (6) Given the reactants [OH:1][C:2]1[CH:7]=[CH:6][C:5]([N:8]2[C:17]3[C:12](=[CH:13][CH:14]=[CH:15][CH:16]=3)[N:11](C(O)=O)[CH2:10][CH2:9]2)=[CH:4][CH:3]=1.Cl[CH2:22][C:23]1[N:28]=[CH:27][CH:26]=[CH:25][N:24]=1.C(=O)([O-])[O-].[K+].[K+], predict the reaction product. The product is: [N:24]1[CH:25]=[CH:26][CH:27]=[N:28][C:23]=1[CH2:22][O:1][C:2]1[CH:3]=[CH:4][C:5]([N:8]2[C:17]3[C:12](=[CH:13][CH:14]=[CH:15][CH:16]=3)[NH:11][CH2:10][CH2:9]2)=[CH:6][CH:7]=1. (7) Given the reactants Cl.[CH:2]1([CH2:5][O:6][C:7]2[CH:12]=[C:11]([F:13])[C:10]([O:14][CH3:15])=[CH:9][C:8]=2[C:16]2[C:17]3[NH:24][C:23]([CH3:25])=[C:22]([C:26]([NH:28][C@@H:29]4[C@@H:34]([OH:35])[CH2:33][CH2:32][NH:31][CH2:30]4)=[O:27])[C:18]=3[N:19]=[CH:20][N:21]=2)[CH2:4][CH2:3]1.[C:36](Cl)(=[O:38])[CH3:37], predict the reaction product. The product is: [C:36]([N:31]1[CH2:32][CH2:33][C@H:34]([OH:35])[C@@H:29]([NH:28][C:26]([C:22]2[C:18]3[N:19]=[CH:20][N:21]=[C:16]([C:8]4[CH:9]=[C:10]([O:14][CH3:15])[C:11]([F:13])=[CH:12][C:7]=4[O:6][CH2:5][CH:2]4[CH2:4][CH2:3]4)[C:17]=3[NH:24][C:23]=2[CH3:25])=[O:27])[CH2:30]1)(=[O:38])[CH3:37].